Task: Binary Classification. Given a T-cell receptor sequence (or CDR3 region) and an epitope sequence, predict whether binding occurs between them.. Dataset: TCR-epitope binding with 47,182 pairs between 192 epitopes and 23,139 TCRs (1) The epitope is TSDLATNNLVVMAY. The TCR CDR3 sequence is CASSSPDRPSYEQYF. Result: 0 (the TCR does not bind to the epitope). (2) The epitope is HLVDFQVTI. The TCR CDR3 sequence is CASSEGLAGEEEQFF. Result: 1 (the TCR binds to the epitope). (3) The epitope is IVTDFSVIK. The TCR CDR3 sequence is CASSFGGGSNYGYTF. Result: 1 (the TCR binds to the epitope).